Dataset: KCNQ2 potassium channel screen with 302,405 compounds. Task: Binary Classification. Given a drug SMILES string, predict its activity (active/inactive) in a high-throughput screening assay against a specified biological target. (1) The molecule is s1c(C(=O)N2CCN(CC2)Cc2ccccc2)cc2c1nc1n(c2=O)cccc1. The result is 0 (inactive). (2) The molecule is S1(=O)(=O)Cc2c(nn(c2NC(=O)c2occc2)c2ccc([N+]([O-])=O)cc2)C1. The result is 0 (inactive). (3) The molecule is Fc1ccc(/C=N\N2CCN(CC2)Cc2ccccc2)cc1. The result is 0 (inactive). (4) The drug is OC(=O)C1N(CCC1)c1c([N+]([O-])=O)cc(cc1[N+]([O-])=O)C. The result is 0 (inactive). (5) The compound is S(=O)(=O)(N(CC)CC)c1cc(NC(=O)c2ccc([N+]([O-])=O)cc2)c(OC)cc1. The result is 0 (inactive). (6) The compound is Brc1c(OCc2sccc2)c(OCC)cc(CNCCO)c1. The result is 0 (inactive). (7) The result is 0 (inactive). The compound is S=c1n(CCCC(=O)NC2C(C(CCC2)C)C)c(=O)c2c([nH]1)cccc2.